This data is from Catalyst prediction with 721,799 reactions and 888 catalyst types from USPTO. The task is: Predict which catalyst facilitates the given reaction. (1) Reactant: [Cl:1][C:2]1[C:7]2[CH:8]=[CH:9][N:10](CC3C=CC(OC)=CC=3)[C:6]=2[C:5]([C:20]([O:22][CH3:23])=[O:21])=[CH:4][N:3]=1.S(OS(C(F)(F)F)(=O)=O)(C(F)(F)F)(=O)=O.[OH-].[Na+]. Product: [Cl:1][C:2]1[C:7]2[CH:8]=[CH:9][NH:10][C:6]=2[C:5]([C:20]([O:22][CH3:23])=[O:21])=[CH:4][N:3]=1. The catalyst class is: 67. (2) Reactant: Br[C:2]1[C:7]([O:8][CH2:9][CH3:10])=[CH:6][CH:5]=[CH:4][C:3]=1[CH:11]1[O:15][CH2:14][CH2:13][O:12]1.[Li]CCCC.[B:21](OC(C)C)([O:26][CH:27]([CH3:29])[CH3:28])[O:22][CH:23]([CH3:25])[CH3:24]. Product: [O:12]1[CH2:13][CH2:14][O:15][CH:11]1[C:3]1[CH:4]=[CH:5][CH:6]=[C:7]([O:8][CH2:9][CH3:10])[C:2]=1[B:21]([O:26][CH:27]([CH3:29])[CH3:28])[O:22][CH:23]([CH3:25])[CH3:24]. The catalyst class is: 1. (3) Reactant: [NH2:1][C:2]1[C:3]2[C:13]([O:14][CH2:15][CH2:16][CH2:17][CH2:18][CH2:19][CH2:20][NH:21][C:22]([NH:24]CC3C=CC(OC)=CC=3)=[O:23])=[CH:12][CH:11]=[CH:10][C:4]=2[NH:5][S:6](=[O:9])(=[O:8])[N:7]=1.C(O)(C(F)(F)F)=O. Product: [NH2:1][C:2]1[C:3]2[C:13]([O:14][CH2:15][CH2:16][CH2:17][CH2:18][CH2:19][CH2:20][NH:21][C:22]([NH2:24])=[O:23])=[CH:12][CH:11]=[CH:10][C:4]=2[NH:5][S:6](=[O:8])(=[O:9])[N:7]=1. The catalyst class is: 2. (4) Reactant: [NH:1]1[C:9]2[C:4](=[CH:5][CH:6]=[CH:7][N:8]=2)[C:3]([C:10](=[O:14])[C:11]([O-:13])=O)=[CH:2]1.[K+].[CH3:16][C@H:17]1[NH:22][CH2:21][CH2:20][N:19]([C:23](=[O:30])[C:24]2[CH:29]=[CH:28][CH:27]=[CH:26][CH:25]=2)[CH2:18]1.C(OP(ON1C(=O)C2C=CC=CC=2N=N1)(OCC)=O)C.CCN(C(C)C)C(C)C. Product: [C:23]([N:19]1[CH2:20][CH2:21][N:22]([C:11](=[O:13])[C:10]([C:3]2[C:4]3[C:9](=[N:8][CH:7]=[CH:6][CH:5]=3)[NH:1][CH:2]=2)=[O:14])[C@H:17]([CH3:16])[CH2:18]1)(=[O:30])[C:24]1[CH:25]=[CH:26][CH:27]=[CH:28][CH:29]=1. The catalyst class is: 3. (5) The catalyst class is: 5. Product: [CH3:1][O:2][C:3]([C:5]1[C:10]([O:11][CH2:12][C:13]2[CH:14]=[CH:15][CH:16]=[CH:17][CH:18]=2)=[C:9]([NH2:19])[CH:8]=[C:7]([Br:22])[N:6]=1)=[O:4]. Reactant: [CH3:1][O:2][C:3]([C:5]1[C:10]([O:11][CH2:12][C:13]2[CH:18]=[CH:17][CH:16]=[CH:15][CH:14]=2)=[C:9]([N:19]=[N+]=[N-])[CH:8]=[C:7]([Br:22])[N:6]=1)=[O:4].[BH4-].[Na+].CCOC(C)=O. (6) Reactant: Br.Br.[CH2:3]([N:10]1[CH2:15][C@@H:14]2[CH2:16][C@H:11]1[CH2:12][NH:13]2)[C:4]1[CH:9]=[CH:8][CH:7]=[CH:6][CH:5]=1.[F:17][C:18]1[CH:19]=[C:20]([N+:25]([O-:27])=[O:26])[CH:21]=[CH:22][C:23]=1F.N12CCCN=C1CCCCC2. Product: [CH2:3]([N:10]1[CH2:15][C@@H:14]2[CH2:16][C@H:11]1[CH2:12][N:13]2[C:23]1[CH:22]=[CH:21][C:20]([N+:25]([O-:27])=[O:26])=[CH:19][C:18]=1[F:17])[C:4]1[CH:5]=[CH:6][CH:7]=[CH:8][CH:9]=1. The catalyst class is: 10. (7) Reactant: C([CH:3]1[C:8]2([CH2:13][CH2:12][CH2:11][CH2:10][CH2:9]2)[CH:7](C(OC)=O)[C:6](=[O:18])[NH:5][C:4]1=[O:19])#N.[OH-].[Na+].Cl. Product: [O:19]=[C:4]1[NH:5][C:6](=[O:18])[CH2:7][C:8]2([CH2:13][CH2:12][CH2:11][CH2:10][CH2:9]2)[CH2:3]1. The catalyst class is: 40. (8) Reactant: [Br:1][C:2]1[CH:3]=[C:4]([Cl:26])[C:5]([CH:8]([N+:23]([O-])=[O:24])[CH2:9][NH:10][C:11](=[O:22])[C:12]2[CH:17]=[CH:16][CH:15]=[CH:14][C:13]=2[C:18]([F:21])([F:20])[F:19])=[N:6][CH:7]=1.CN(C)C=O.O.N([O-])=O.[Na+].[Cl-].[NH4+]. Product: [Br:1][C:2]1[CH:3]=[C:4]([Cl:26])[C:5]([C:8](=[N:23][OH:24])[CH2:9][NH:10][C:11](=[O:22])[C:12]2[CH:17]=[CH:16][CH:15]=[CH:14][C:13]=2[C:18]([F:20])([F:19])[F:21])=[N:6][CH:7]=1. The catalyst class is: 6. (9) Reactant: [NH2:1][C@@H:2]1[CH2:26][CH2:25][C@@:24]2([CH3:27])[C:4](=[CH:5][CH2:6][C@@H:7]3[C@@H:23]2[CH2:22][CH2:21][C@@:20]2([CH3:28])[C@H:8]3[CH2:9][CH2:10][C@@H:11]2[C@H:12]([CH3:19])[CH2:13][CH2:14][CH2:15][CH:16]([CH3:18])[CH3:17])[CH2:3]1.[C:29]([OH:41])(=[O:40])[CH2:30][C:31]([CH2:36][C:37]([OH:39])=[O:38])([C:33]([OH:35])=[O:34])[OH:32]. Product: [C:29]([OH:41])(=[O:40])[CH2:30][C:31]([CH2:36][C:37]([OH:39])=[O:38])([C:33]([OH:35])=[O:34])[OH:32].[NH2:1][C@@H:2]1[CH2:26][CH2:25][C@@:24]2([CH3:27])[C:4](=[CH:5][CH2:6][C@@H:7]3[C@@H:23]2[CH2:22][CH2:21][C@@:20]2([CH3:28])[C@H:8]3[CH2:9][CH2:10][C@@H:11]2[C@H:12]([CH3:19])[CH2:13][CH2:14][CH2:15][CH:16]([CH3:18])[CH3:17])[CH2:3]1. The catalyst class is: 7. (10) Reactant: [N:1]1[CH:2]=[CH:3][N:4]2[C:9]([C:10](OCC)=[O:11])=[CH:8][CH:7]=[CH:6][C:5]=12.[H-].C([Al+]CC(C)C)C(C)C.CO.C(C(C(C([O-])=O)O)O)([O-])=O.[Na+].[K+]. Product: [N:1]1[CH:2]=[CH:3][N:4]2[C:9]([CH:10]=[O:11])=[CH:8][CH:7]=[CH:6][C:5]=12. The catalyst class is: 2.